The task is: Predict the reactants needed to synthesize the given product.. This data is from Full USPTO retrosynthesis dataset with 1.9M reactions from patents (1976-2016). (1) Given the product [Br:1][C:2]1[CH:3]=[CH:4][C:5]([C:8]2[CH:14]([CH2:15][OH:16])[CH:13]([CH2:12][OH:17])[O:10][N:9]=2)=[N:6][CH:7]=1, predict the reactants needed to synthesize it. The reactants are: [Br:1][C:2]1[CH:3]=[CH:4][C:5]([C:8](Cl)=[N:9][OH:10])=[N:6][CH:7]=1.[CH2:12]([OH:17])[CH:13]=[CH:14][CH2:15][OH:16].C(N(CC)CC)C. (2) Given the product [CH:24]([C:7]1[CH:8]=[C:9]([F:21])[C:10]([C:14]([CH3:19])([CH3:20])[C:15]([F:16])([F:17])[F:18])=[C:11]([F:13])[CH:12]=1)=[CH2:25], predict the reactants needed to synthesize it. The reactants are: FC(F)(F)S(O[C:7]1[CH:12]=[C:11]([F:13])[C:10]([C:14]([CH3:20])([CH3:19])[C:15]([F:18])([F:17])[F:16])=[C:9]([F:21])[CH:8]=1)(=O)=O.[CH:24]([Sn](CCCC)(CCCC)CCCC)=[CH2:25].[Cl-].[Li+].